Dataset: Reaction yield outcomes from USPTO patents with 853,638 reactions. Task: Predict the reaction yield, written as a fraction of the theoretical maximum amount of product (1.0 means a 100% yield; for example, 0.34 means a 34% yield). (1) The reactants are [Cl-].[CH3:2][O:3][C:4]1[CH:9]=[CH:8][C:7]([S+:10]2[C:14]3[CH:15]=[CH:16][CH:17]=[CH:18][C:13]=3[C:12]3[CH:19]=[CH:20][CH:21]=[CH:22][C:11]2=3)=[CH:6][C:5]=1[CH:23]([CH2:42][C:43]([O:45][C:46]1([CH3:56])[CH:53]2[CH2:54][CH:49]3[CH2:50][CH:51]([CH2:55][CH:47]1[CH2:48]3)[CH2:52]2)=[O:44])[C:24]([O:26][CH2:27][C:28]([O:30][C:31]1([CH3:41])[CH:38]2[CH2:39][CH:34]3[CH2:35][CH:36]([CH2:40][CH:32]1[CH2:33]3)[CH2:37]2)=[O:29])=[O:25].[F:57][C:58]([F:70])([S:66]([O-:69])(=[O:68])=[O:67])[CH2:59][O:60][C:61](=[O:65])[C:62]([CH3:64])=[CH2:63].C[N+](C)(C)CC1C=CC=CC=1.O. The catalyst is C(Cl)Cl. The product is [F:70][C:58]([F:57])([S:66]([O-:69])(=[O:68])=[O:67])[CH2:59][O:60][C:61](=[O:65])[C:62]([CH3:64])=[CH2:63].[CH3:2][O:3][C:4]1[CH:9]=[CH:8][C:7]([S+:10]2[C:11]3[CH:22]=[CH:21][CH:20]=[CH:19][C:12]=3[C:13]3[CH:18]=[CH:17][CH:16]=[CH:15][C:14]2=3)=[CH:6][C:5]=1[CH:23]([CH2:42][C:43]([O:45][C:46]1([CH3:56])[CH:47]2[CH2:55][CH:51]3[CH2:50][CH:49]([CH2:54][CH:53]1[CH2:52]3)[CH2:48]2)=[O:44])[C:24]([O:26][CH2:27][C:28]([O:30][C:31]1([CH3:41])[CH:38]2[CH2:39][CH:34]3[CH2:35][CH:36]([CH2:40][CH:32]1[CH2:33]3)[CH2:37]2)=[O:29])=[O:25]. The yield is 0.770. (2) The reactants are [H-].[Na+].[OH:3][CH2:4][CH2:5][N:6]1[C:10](=[O:11])[C:9]2=[CH:12][CH:13]=[CH:14][CH:15]=[C:8]2[C:7]1=[O:16].[Br:17][C:18]1[CH:19]=[CH:20][C:21]2[N:22]([CH2:32][CH:33]3[CH2:35][O:34]3)[C:23]3[C:28]([C:29]=2[CH:30]=1)=[CH:27][C:26]([Br:31])=[CH:25][CH:24]=3. The catalyst is C1COCC1.CCOC(C)=O. The product is [Br:17][C:18]1[CH:19]=[CH:20][C:21]2[N:22]([CH2:32][CH:33]([OH:34])[CH2:35][O:3][CH2:4][CH2:5][N:6]3[C:10](=[O:11])[C:9]4[C:8](=[CH:15][CH:14]=[CH:13][CH:12]=4)[C:7]3=[O:16])[C:23]3[C:28]([C:29]=2[CH:30]=1)=[CH:27][C:26]([Br:31])=[CH:25][CH:24]=3. The yield is 0.440. (3) The reactants are [C:1]([C:4]1[S:8][C:7]([C:9]([OH:11])=O)=[CH:6][CH:5]=1)(=[O:3])[CH3:2].CCN=C=NCCCN(C)C.C1C=CC2N(O)N=NC=2C=1.Cl.[CH3:34][NH:35][O:36][CH3:37].CN1CCOCC1. The catalyst is CC(N(C)C)=O.O. The product is [C:1]([C:4]1[S:8][C:7]([C:9]([N:35]([O:36][CH3:37])[CH3:34])=[O:11])=[CH:6][CH:5]=1)(=[O:3])[CH3:2]. The yield is 0.860. (4) The reactants are [CH3:1][O:2][C:3]([C:5]1[CH:6]=[C:7]2[C:12](=[CH:13][CH:14]=1)[N+:11]([O-])=[CH:10][CH:9]=[CH:8]2)=[O:4].P(Cl)(Cl)([Cl:18])=O. No catalyst specified. The product is [Cl:18][C:10]1[CH:9]=[CH:8][C:7]2[C:12](=[CH:13][CH:14]=[C:5]([C:3]([O:2][CH3:1])=[O:4])[CH:6]=2)[N:11]=1.[Cl:18][C:8]1[C:7]2[C:12](=[CH:13][CH:14]=[C:5]([C:3]([O:2][CH3:1])=[O:4])[CH:6]=2)[N:11]=[CH:10][CH:9]=1. The yield is 0.280. (5) The reactants are Cl[C:2]([O:4][CH3:5])=[O:3].[CH3:6][CH2:7][O:8][C:9]([CH:11]1[CH2:15][CH2:14][CH:13]([CH2:16][NH:17][CH2:18][C:19]([O:21][C:22]([CH3:25])([CH3:24])[CH3:23])=[O:20])[N:12]1[C:26]([O:28][C:29]([CH3:32])([CH3:31])[CH3:30])=[O:27])=[O:10].CN1CCOCC1. The catalyst is ClCCl. The product is [CH3:6][CH2:7][O:8][C:9]([CH:11]1[CH2:15][CH2:14][CH:13]([CH2:16][N:17]([CH2:18][C:19]([O:21][C:22]([CH3:23])([CH3:24])[CH3:25])=[O:20])[C:2]([O:4][CH3:5])=[O:3])[N:12]1[C:26]([O:28][C:29]([CH3:31])([CH3:30])[CH3:32])=[O:27])=[O:10]. The yield is 0.880. (6) The reactants are C1CO[C:8]2[CH:7]=[CH:6][C:5]([NH:11][C:12]3[C:17]([F:18])=[CH:16][N:15]=[C:14]([NH:19][C:20]4[CH:25]=[CH:24][CH:23]=[C:22](O)C=4)[N:13]=3)=[CH:4][C:3]=2[O:2]1.ClC1N=C(NC2C=CC=[C:37]([OH:41])[CH:36]=2)C(F)=CN=1.CC1OC(C)=CC=1CN. No catalyst specified. The product is [CH3:36][C:37]1[O:41][C:23]([CH3:22])=[CH:24][C:25]=1[CH2:20][NH:19][C:14]1[N:13]=[C:12]([NH:11][C:5]2[CH:6]=[CH:7][CH:8]=[C:3]([OH:2])[CH:4]=2)[C:17]([F:18])=[CH:16][N:15]=1. The yield is 0.590.